Dataset: Forward reaction prediction with 1.9M reactions from USPTO patents (1976-2016). Task: Predict the product of the given reaction. (1) Given the reactants C([N-]C(C)C)(C)C.[Li+].[N:9]1([C:20]([O:22][C:23]([CH3:26])([CH3:25])[CH3:24])=[O:21])[CH2:14][CH2:13][CH2:12][CH:11]([C:15]([O:17][CH2:18][CH3:19])=[O:16])[CH2:10]1.O1CCCC1.Br[CH2:33][CH2:34][Cl:35], predict the reaction product. The product is: [Cl:35][CH2:34][CH2:33][C:11]1([C:15]([O:17][CH2:18][CH3:19])=[O:16])[CH2:12][CH2:13][CH2:14][N:9]([C:20]([O:22][C:23]([CH3:25])([CH3:24])[CH3:26])=[O:21])[CH2:10]1. (2) Given the reactants Cl[C:2]1[N:7]=[C:6]([NH:8][CH:9]2[CH2:12][CH2:11][CH2:10]2)[N:5]=[C:4]([NH:13][CH2:14][C:15]#[CH:16])[N:3]=1.Cl.[CH3:18][O:19][NH:20][CH3:21].CON(C)C1N=C(NCCC)N=C(NCC#C)N=1, predict the reaction product. The product is: [CH:9]1([NH:8][C:6]2[N:5]=[C:4]([NH:13][CH2:14][C:15]#[CH:16])[N:3]=[C:2]([N:20]([CH3:21])[O:19][CH3:18])[N:7]=2)[CH2:12][CH2:11][CH2:10]1.